From a dataset of Reaction yield outcomes from USPTO patents with 853,638 reactions. Predict the reaction yield, written as a fraction of the theoretical maximum amount of product (1.0 means a 100% yield; for example, 0.34 means a 34% yield). (1) The yield is 0.830. The catalyst is C1COCC1.O. The product is [CH:1]1([N:4]([CH2:18][C:19]([OH:21])=[O:20])[S:5]([C:8]2[C:13]([CH3:14])=[CH:12][C:11]([O:15][CH3:16])=[CH:10][C:9]=2[CH3:17])(=[O:7])=[O:6])[CH2:2][CH2:3]1. The reactants are [CH:1]1([N:4]([CH2:18][C:19]([O:21]CC)=[O:20])[S:5]([C:8]2[C:13]([CH3:14])=[CH:12][C:11]([O:15][CH3:16])=[CH:10][C:9]=2[CH3:17])(=[O:7])=[O:6])[CH2:3][CH2:2]1.[Li+].[OH-]. (2) The reactants are FC(F)(F)C(O)=O.C(OC([N:15]1[C:23]2[C:18](=[C:19]([C:24]3[C:28]([C:29]4[CH:34]=[CH:33][CH:32]=[CH:31][N:30]=4)=[N:27][N:26]4[CH2:35][CH2:36][CH2:37][C:25]=34)[CH:20]=[CH:21][CH:22]=2)[CH:17]=[CH:16]1)=O)(C)(C)C.CO.[OH-].[NH4+]. The catalyst is C(Cl)Cl. The product is [N:30]1[CH:31]=[CH:32][CH:33]=[CH:34][C:29]=1[C:28]1[C:24]([C:19]2[CH:20]=[CH:21][CH:22]=[C:23]3[C:18]=2[CH:17]=[CH:16][NH:15]3)=[C:25]2[CH2:37][CH2:36][CH2:35][N:26]2[N:27]=1. The yield is 0.0800. (3) The reactants are [Br:1][C:2]1[N:11]=[C:10]([C:12]#[N:13])[C:9]([OH:14])=[C:8]2[C:3]=1[CH:4]=[CH:5][CH:6]=[N:7]2.[F:15][C:16]1[CH:21]=[CH:20][C:19]([CH2:22][C:23]([NH:25][NH2:26])=O)=[CH:18][CH:17]=1.O1CCOCC1. The catalyst is C(O)(=O)C. The product is [Br:1][C:2]1[N:11]=[C:10]([C:12]2[NH:13][C:23]([CH2:22][C:19]3[CH:20]=[CH:21][C:16]([F:15])=[CH:17][CH:18]=3)=[N:25][N:26]=2)[C:9]([OH:14])=[C:8]2[C:3]=1[CH:4]=[CH:5][CH:6]=[N:7]2. The yield is 0.420. (4) The reactants are C(N(CC)CC)C.[C:16](O[C:16]([O:18][C:19]([CH3:22])([CH3:21])[CH3:20])=[O:17])([O:18][C:19]([CH3:22])([CH3:21])[CH3:20])=[O:17].[NH2:23][C:24]1[CH:25]=[C:26]([NH:30][CH:31]2[CH2:36][CH2:35][N:34]([CH2:37][C:38]3[CH:43]=[CH:42][CH:41]=[CH:40][CH:39]=3)[CH2:33][CH2:32]2)[CH:27]=[CH:28][CH:29]=1.C(=O)([O-])O.[Na+]. The catalyst is O1CCCC1.O. The product is [CH2:37]([N:34]1[CH2:33][CH2:32][CH:31]([NH:30][C:26]2[CH:27]=[CH:28][CH:29]=[C:24]([NH:23][C:16]([O:18][C:19]([CH3:20])([CH3:21])[CH3:22])=[O:17])[CH:25]=2)[CH2:36][CH2:35]1)[C:38]1[CH:39]=[CH:40][CH:41]=[CH:42][CH:43]=1. The yield is 0.800. (5) The reactants are N1C=CC=CC=1.[CH2:7]([O:9][CH:10]([O:13][CH2:14][CH3:15])[CH2:11][OH:12])[CH3:8].[C:16](Cl)(=[O:23])[C:17]1[CH:22]=[CH:21][CH:20]=[CH:19][CH:18]=1.CO. The catalyst is C(OCC)(=O)C.O. The product is [C:16]([O:12][CH2:11][CH:10]([O:13][CH2:14][CH3:15])[O:9][CH2:7][CH3:8])(=[O:23])[C:17]1[CH:22]=[CH:21][CH:20]=[CH:19][CH:18]=1. The yield is 0.964. (6) The reactants are [CH3:1][O:2][C:3]1[CH:4]=[C:5]2[C:10](=[CH:11][C:12]=1[O:13][CH3:14])[N:9]=[CH:8][N:7]=[C:6]2[O:15][C:16]1[CH:17]=[C:18]([CH:20]=[CH:21][CH:22]=1)[NH2:19].[F:23][C:24]([C:27]1[O:31][N:30]=[C:29]([NH:32][C:33](=O)[O:34]C2C=CC(Cl)=CC=2)[CH:28]=1)([CH3:26])[CH3:25]. No catalyst specified. The product is [CH3:1][O:2][C:3]1[CH:4]=[C:5]2[C:10](=[CH:11][C:12]=1[O:13][CH3:14])[N:9]=[CH:8][N:7]=[C:6]2[O:15][C:16]1[CH:17]=[C:18]([NH:19][C:33]([NH:32][C:29]2[CH:28]=[C:27]([C:24]([F:23])([CH3:25])[CH3:26])[O:31][N:30]=2)=[O:34])[CH:20]=[CH:21][CH:22]=1. The yield is 0.260.